From a dataset of Full USPTO retrosynthesis dataset with 1.9M reactions from patents (1976-2016). Predict the reactants needed to synthesize the given product. (1) Given the product [C:1]([C:5]1[N:9]([CH2:10][CH:11]2[CH2:12][CH2:13][C:14]([F:17])([F:18])[CH2:15][CH2:16]2)[C:8]2[CH:19]=[CH:20][C:21]([C:23]([N:25]3[CH2:26][CH:27]([C:29]([OH:31])=[O:30])[CH2:28]3)=[O:24])=[CH:22][C:7]=2[N:6]=1)([CH3:4])([CH3:2])[CH3:3], predict the reactants needed to synthesize it. The reactants are: [C:1]([C:5]1[N:9]([CH2:10][CH:11]2[CH2:16][CH2:15][C:14]([F:18])([F:17])[CH2:13][CH2:12]2)[C:8]2[CH:19]=[CH:20][C:21]([C:23]([N:25]3[CH2:28][CH:27]([C:29]([O:31]C)=[O:30])[CH2:26]3)=[O:24])=[CH:22][C:7]=2[N:6]=1)([CH3:4])([CH3:3])[CH3:2].OS([O-])(=O)=O.[K+]. (2) Given the product [Br:1][C:2]1[C:3]2[C:7]([CH3:9])=[CH:6][O:5][C:4]=2[CH:10]=[CH:11][CH:12]=1, predict the reactants needed to synthesize it. The reactants are: [Br:1][C:2]1[CH:3]=[C:4]([CH:10]=[CH:11][CH:12]=1)[O:5][CH2:6][C:7]([CH3:9])=O.